From a dataset of Peptide-MHC class I binding affinity with 185,985 pairs from IEDB/IMGT. Regression. Given a peptide amino acid sequence and an MHC pseudo amino acid sequence, predict their binding affinity value. This is MHC class I binding data. (1) The peptide sequence is LTQVKELGIA. The MHC is HLA-A02:01 with pseudo-sequence HLA-A02:01. The binding affinity (normalized) is 0.0224. (2) The MHC is HLA-A01:01 with pseudo-sequence HLA-A01:01. The peptide sequence is VYINHPFMY. The binding affinity (normalized) is 0. (3) The peptide sequence is LIPETVPYI. The MHC is HLA-A33:01 with pseudo-sequence HLA-A33:01. The binding affinity (normalized) is 0. (4) The peptide sequence is ITLTAALLLL. The MHC is HLA-A02:06 with pseudo-sequence HLA-A02:06. The binding affinity (normalized) is 0.694.